Dataset: Catalyst prediction with 721,799 reactions and 888 catalyst types from USPTO. Task: Predict which catalyst facilitates the given reaction. (1) Reactant: [C@@H:1]12[CH2:7][C@@H:4]([NH:5][CH2:6]1)[CH2:3][N:2]2[C:8]([O:10][C:11]([CH3:14])([CH3:13])[CH3:12])=[O:9].[Cl:15][C:16]1[CH:21]=[CH:20][C:19](I)=[CH:18][N:17]=1.C1C=CC(P(C2C(C3C(P(C4C=CC=CC=4)C4C=CC=CC=4)=CC=C4C=3C=CC=C4)=C3C(C=CC=C3)=CC=2)C2C=CC=CC=2)=CC=1.CC(C)([O-])C.[Na+]. Product: [Cl:15][C:16]1[N:17]=[CH:18][C:19]([N:5]2[CH2:6][C@H:1]3[CH2:7][C@@H:4]2[CH2:3][N:2]3[C:8]([O:10][C:11]([CH3:14])([CH3:13])[CH3:12])=[O:9])=[CH:20][CH:21]=1. The catalyst class is: 101. (2) Product: [C:26]([O:25][C:23]([N:11]1[CH2:12][CH:13]2[C:9]([C:4]3[CH:5]=[CH:6][C:7]([Cl:8])=[C:2]([Cl:1])[CH:3]=3)([CH2:14]2)[C:10]1=[O:15])=[O:24])([CH3:29])([CH3:28])[CH3:27]. Reactant: [Cl:1][C:2]1[CH:3]=[C:4]([C:9]23[CH2:14][CH:13]2[CH2:12][NH:11][C:10]3=[O:15])[CH:5]=[CH:6][C:7]=1[Cl:8].C(N(CC)CC)C.[C:23](O[C:23]([O:25][C:26]([CH3:29])([CH3:28])[CH3:27])=[O:24])([O:25][C:26]([CH3:29])([CH3:28])[CH3:27])=[O:24]. The catalyst class is: 79. (3) Reactant: [CH2:1]([O:3][C:4]([C:6]1([CH2:12][CH2:13][O:14][CH3:15])[CH2:11][CH2:10][NH:9][CH2:8][CH2:7]1)=[O:5])[CH3:2].[Cl:16][C:17]1[CH:22]=[CH:21][CH:20]=[CH:19][C:18]=1[S:23](Cl)(=[O:25])=[O:24]. Product: [CH2:1]([O:3][C:4]([C:6]1([CH2:12][CH2:13][O:14][CH3:15])[CH2:7][CH2:8][N:9]([S:23]([C:18]2[CH:19]=[CH:20][CH:21]=[CH:22][C:17]=2[Cl:16])(=[O:25])=[O:24])[CH2:10][CH2:11]1)=[O:5])[CH3:2]. The catalyst class is: 17. (4) Reactant: [C:1](OC(=O)C)(=[O:3])C.[NH2:8][CH2:9][C:10]([N:12]1[CH2:16][C@H:15]([NH:17][C:18](=[O:25])[C:19]2[CH:24]=[CH:23][CH:22]=[CH:21][CH:20]=2)[CH2:14][C@H:13]1[C:26]([OH:28])=[O:27])=[O:11]. Product: [C:18]([NH:17][C@H:15]1[CH2:16][N:12]([C:10](=[O:11])[CH2:9][NH:8][CH:1]=[O:3])[C@H:13]([C:26]([OH:28])=[O:27])[CH2:14]1)(=[O:25])[C:19]1[CH:20]=[CH:21][CH:22]=[CH:23][CH:24]=1. The catalyst class is: 106. (5) Reactant: [CH2:1]([C:3]1[CH:4]=[C:5]([OH:26])[CH:6]=[C:7]([CH2:24][CH3:25])[C:8]=1[O:9][CH2:10][CH2:11][CH2:12][O:13][C:14]1[CH:19]=[CH:18][C:17]([C:20]([F:23])([F:22])[F:21])=[CH:16][N:15]=1)[CH3:2].C(=O)([O-])[O-].[K+].[K+].[Cl:33][C:34]([Cl:38])=[CH:35][CH2:36]Cl. Product: [CH2:24]([C:7]1[CH:6]=[C:5]([O:26][CH2:36][CH:35]=[C:34]([Cl:38])[Cl:33])[CH:4]=[C:3]([CH2:1][CH3:2])[C:8]=1[O:9][CH2:10][CH2:11][CH2:12][O:13][C:14]1[CH:19]=[CH:18][C:17]([C:20]([F:22])([F:21])[F:23])=[CH:16][N:15]=1)[CH3:25]. The catalyst class is: 9. (6) Reactant: [Br:1][C:2]1[CH:10]=[CH:9][C:5]([C:6](O)=[O:7])=[C:4]([Cl:11])[CH:3]=1.S(Cl)([Cl:14])=O.CN1CCCC1=O. Product: [Br:1][C:2]1[CH:10]=[CH:9][C:5]([C:6]([Cl:14])=[O:7])=[C:4]([Cl:11])[CH:3]=1. The catalyst class is: 4. (7) Reactant: [CH3:1][O:2][C:3]1[CH:11]=[CH:10][C:6]([CH:7]=[N:8][OH:9])=[C:5]([CH3:12])[CH:4]=1.N1C=CC=CC=1.ClN1C(=O)CCC1=O.[O:27]1[CH:31]=[CH:30][CH:29]=[C:28]1[CH2:32][N:33]([CH2:37][C:38]1[CH:43]=[CH:42][C:41]([S:44][C:45]([CH3:54])([CH3:53])[C:46]([O:48][C:49]([CH3:52])([CH3:51])[CH3:50])=[O:47])=[CH:40][CH:39]=1)[CH2:34][C:35]#[CH:36].C(N(CC)CC)C.Cl. Product: [O:27]1[CH:31]=[CH:30][CH:29]=[C:28]1[CH2:32][N:33]([CH2:37][C:38]1[CH:39]=[CH:40][C:41]([S:44][C:45]([CH3:54])([CH3:53])[C:46]([O:48][C:49]([CH3:52])([CH3:51])[CH3:50])=[O:47])=[CH:42][CH:43]=1)[CH2:34][C:35]1[O:9][N:8]=[C:7]([C:6]2[CH:10]=[CH:11][C:3]([O:2][CH3:1])=[CH:4][C:5]=2[CH3:12])[CH:36]=1. The catalyst class is: 22. (8) Reactant: C([O:8][CH2:9][C@@H:10]([C@H:20]1[CH2:24][CH2:23][NH:22][CH2:21]1)[O:11][C:12]1[CH:17]=[CH:16][C:15]([Cl:18])=[CH:14][C:13]=1[CH3:19])C1C=CC=CC=1.C(O)(C(F)(F)F)=O.Cl. Product: [Cl:18][C:15]1[CH:16]=[CH:17][C:12]([O:11][C@@H:10]([C@@H:20]2[CH2:24][CH2:23][NH:22][CH2:21]2)[CH2:9][OH:8])=[C:13]([CH3:19])[CH:14]=1. The catalyst class is: 320.